From a dataset of Reaction yield outcomes from USPTO patents with 853,638 reactions. Predict the reaction yield, written as a fraction of the theoretical maximum amount of product (1.0 means a 100% yield; for example, 0.34 means a 34% yield). (1) The reactants are [Br:1][C:2]1[S:6][C:5]([S:7](Cl)(=[O:9])=[O:8])=[CH:4][CH:3]=1.[CH2:11]([NH2:14])[CH2:12][NH2:13].O. The catalyst is C(Cl)Cl. The product is [NH2:13][CH2:12][CH2:11][NH:14][S:7]([C:5]1[S:6][C:2]([Br:1])=[CH:3][CH:4]=1)(=[O:9])=[O:8]. The yield is 0.920. (2) The reactants are Br[C:2]1[CH:14]=[CH:13][C:5]2[NH:6][C:7](=[O:12])[O:8][C:9]([CH3:11])([CH3:10])[C:4]=2[CH:3]=1.[Cl:15][C:16]1[CH:17]=[C:18](B(O)O)[CH:19]=[CH:20][CH:21]=1.C(=O)([O-])[O-].[Na+].[Na+]. The catalyst is COCCOC.O.[Pd].C1(P(C2C=CC=CC=2)C2C=CC=CC=2)C=CC=CC=1.C1(P(C2C=CC=CC=2)C2C=CC=CC=2)C=CC=CC=1.C1(P(C2C=CC=CC=2)C2C=CC=CC=2)C=CC=CC=1.C1(P(C2C=CC=CC=2)C2C=CC=CC=2)C=CC=CC=1. The product is [Cl:15][C:16]1[CH:21]=[C:20]([C:2]2[CH:14]=[CH:13][C:5]3[NH:6][C:7](=[O:12])[O:8][C:9]([CH3:11])([CH3:10])[C:4]=3[CH:3]=2)[CH:19]=[CH:18][CH:17]=1. The yield is 0.820. (3) The reactants are [CH:1]1([CH2:4][O:5][NH:6][C:7]([C:9]2[C:27]([NH:28][C:29]3[CH:34]=[CH:33][C:32]([Br:35])=[CH:31][C:30]=3[CH3:36])=[C:26]([F:37])[C:12]3[N:13]=[CH:14][N:15]([CH2:16][CH2:17][CH2:18][CH2:19][N:20]4[CH2:25][CH2:24][S:23][CH2:22][CH2:21]4)[C:11]=3[CH:10]=2)=[O:8])[CH2:3][CH2:2]1.[OH2:38].CC(C)=O.C[OH:44].C[N+]1([O-])CCOCC1. The catalyst is S([O-])([O-])(=O)=S.[Na+].[Na+].C(OCC)(=O)C.[Os](=O)(=O)(=O)=O. The product is [CH:1]1([CH2:4][O:5][NH:6][C:7]([C:9]2[C:27]([NH:28][C:29]3[CH:34]=[CH:33][C:32]([Br:35])=[CH:31][C:30]=3[CH3:36])=[C:26]([F:37])[C:12]3[N:13]=[CH:14][N:15]([CH2:16][CH2:17][CH2:18][CH2:19][N:20]4[CH2:25][CH2:24][S:23](=[O:44])(=[O:38])[CH2:22][CH2:21]4)[C:11]=3[CH:10]=2)=[O:8])[CH2:3][CH2:2]1. The yield is 0.710. (4) The reactants are F.F.F.[CH3:4][N:5]([CH3:36])[O:6][CH2:7][CH2:8][O:9][C@:10]1(CCN)[C@:14](CCN)([OH:15])[C@@H:13]([CH2:19][OH:20])[O:12][C@@:11]1(CCN)[N:21]1[CH:28]=[C:27]([CH3:29])[C:25](=[O:26])[NH:24][C:22]1=[O:23].[Si](OC[C@H]1O[C@@H](N2C=C(C)C(=O)NC2=O)[C@H](OCCON(C)C)[C@@H]1O)(C(C)(C)C)(C1C=CC=CC=1)C1C=CC=CC=1.CO. The catalyst is C1COCC1.C(Cl)Cl. The product is [CH3:4][N:5]([CH3:36])[O:6][CH2:7][CH2:8][O:9][C@@H:10]1[C@H:14]([OH:15])[C@@H:13]([CH2:19][OH:20])[O:12][C@H:11]1[N:21]1[CH:28]=[C:27]([CH3:29])[C:25](=[O:26])[NH:24][C:22]1=[O:23]. The yield is 0.925.